Dataset: Forward reaction prediction with 1.9M reactions from USPTO patents (1976-2016). Task: Predict the product of the given reaction. (1) Given the reactants [CH3:1][N:2]([CH3:16])[CH2:3][CH2:4][CH2:5][NH:6][C:7]([NH:9][C:10]1[CH:15]=[CH:14][CH:13]=[CH:12][CH:11]=1)=[S:8].Br[CH2:18][C:19]([C:21]1[CH:26]=[CH:25][C:24]([Br:27])=[CH:23][CH:22]=1)=O, predict the reaction product. The product is: [Br:27][C:24]1[CH:25]=[CH:26][C:21]([C:19]2[N:6]([CH2:5][CH2:4][CH2:3][N:2]([CH3:1])[CH3:16])[C:7](=[N:9][C:10]3[CH:15]=[CH:14][CH:13]=[CH:12][CH:11]=3)[S:8][CH:18]=2)=[CH:22][CH:23]=1. (2) Given the reactants Cl[C:2]1[C:11]2[C:6](=[CH:7][C:8]([S:12]([O:15][C:16]3[C:21]([F:22])=[C:20]([F:23])[C:19]([F:24])=[C:18]([F:25])[C:17]=3[F:26])(=[O:14])=[O:13])=[CH:9][CH:10]=2)[CH:5]=[CH:4][N:3]=1.[Cl:27][C:28]1[C:33]([F:34])=[CH:32][C:31](B(O)O)=[C:30]([O:38][CH3:39])[CH:29]=1.C(=O)([O-])[O-].[K+].[K+], predict the reaction product. The product is: [Cl:27][C:28]1[C:33]([F:34])=[CH:32][C:31]([C:2]2[C:11]3[C:6](=[CH:7][C:8]([S:12]([O:15][C:16]4[C:17]([F:26])=[C:18]([F:25])[C:19]([F:24])=[C:20]([F:23])[C:21]=4[F:22])(=[O:13])=[O:14])=[CH:9][CH:10]=3)[CH:5]=[CH:4][N:3]=2)=[C:30]([O:38][CH3:39])[CH:29]=1. (3) The product is: [C:1]([O:5][C:6]([N:8]1[CH2:13][CH2:12][CH:11]([O:14][C:22]2[CH:23]=[C:18]([Cl:17])[N:19]=[CH:20][N:21]=2)[CH2:10][CH2:9]1)=[O:7])([CH3:4])([CH3:2])[CH3:3]. Given the reactants [C:1]([O:5][C:6]([N:8]1[CH2:13][CH2:12][CH:11]([OH:14])[CH2:10][CH2:9]1)=[O:7])([CH3:4])([CH3:3])[CH3:2].[H-].[Na+].[Cl:17][C:18]1[CH:23]=[C:22](Cl)[N:21]=[CH:20][N:19]=1, predict the reaction product. (4) Given the reactants N[C:2]1[N:7]=[C:6]([C:8]2[CH:13]=[CH:12][C:11]([C@@H:14]([N:16]3[CH2:21][CH2:20][C@@:19]([C:26]4[CH:31]=[CH:30][C:29]([F:32])=[CH:28][CH:27]=4)([CH2:22][CH2:23][CH2:24][OH:25])[O:18][C:17]3=[O:33])[CH3:15])=[CH:10][CH:9]=2)[CH:5]=[CH:4][N:3]=1.N([O-])=[O:35].[Na+], predict the reaction product. The product is: [F:32][C:29]1[CH:30]=[CH:31][C:26]([C@:19]2([CH2:22][CH2:23][CH2:24][OH:25])[O:18][C:17](=[O:33])[N:16]([C@H:14]([C:11]3[CH:10]=[CH:9][C:8]([C:6]4[CH:5]=[CH:4][N:3]=[C:2]([OH:35])[N:7]=4)=[CH:13][CH:12]=3)[CH3:15])[CH2:21][CH2:20]2)=[CH:27][CH:28]=1. (5) Given the reactants C(OC([N:8]1[CH2:13][CH2:12][N:11]([C:14]2[N:22]=[CH:21][N:20]=[C:19]3[C:15]=2[N:16]=[C:17]([C:30]2[CH:35]=[CH:34][CH:33]=[CH:32][C:31]=2[Cl:36])[N:18]3[C:23]2[CH:28]=[CH:27][C:26]([Cl:29])=[CH:25][CH:24]=2)[CH:10]([C:37]([OH:39])=[O:38])[CH2:9]1)=O)(C)(C)C.O1CCO[CH2:42][CH2:41]1, predict the reaction product. The product is: [ClH:29].[CH2:41]([O:39][C:37]([CH:10]1[CH2:9][NH:8][CH2:13][CH2:12][N:11]1[C:14]1[N:22]=[CH:21][N:20]=[C:19]2[C:15]=1[N:16]=[C:17]([C:30]1[CH:35]=[CH:34][CH:33]=[CH:32][C:31]=1[Cl:36])[N:18]2[C:23]1[CH:24]=[CH:25][C:26]([Cl:29])=[CH:27][CH:28]=1)=[O:38])[CH3:42].